From a dataset of Full USPTO retrosynthesis dataset with 1.9M reactions from patents (1976-2016). Predict the reactants needed to synthesize the given product. (1) Given the product [CH2:19]([C:23]1[CH:24]=[CH:25][C:26]([C:27]([NH:10][C@H:11]2[CH:16]3[CH2:17][CH2:18][N:13]([CH2:14][CH2:15]3)[CH2:12]2)=[O:28])=[CH:30][CH:31]=1)[CH2:20][CH2:21][CH3:22], predict the reactants needed to synthesize it. The reactants are: C(N(CC)CC)C.Cl.Cl.[NH2:10][C@H:11]1[CH:16]2[CH2:17][CH2:18][N:13]([CH2:14][CH2:15]2)[CH2:12]1.[CH2:19]([C:23]1[CH:31]=[CH:30][C:26]([C:27](O)=[O:28])=[CH:25][CH:24]=1)[CH2:20][CH2:21][CH3:22].[I-].ClC1C=CC=C[N+]=1C. (2) Given the product [Cl:33][C:28]1[CH:27]=[C:26]([C:13]2[C:12]([CH3:24])=[CH:11][C:3]([C:4]([NH:6][S:7]([CH3:10])(=[O:8])=[O:9])=[O:5])=[C:2]([F:1])[CH:14]=2)[CH:31]=[N:30][C:29]=1[Cl:32], predict the reactants needed to synthesize it. The reactants are: [F:1][C:2]1[CH:14]=[C:13](B2OC(C)(C)C(C)(C)O2)[C:12]([CH3:24])=[CH:11][C:3]=1[C:4]([NH:6][S:7]([CH3:10])(=[O:9])=[O:8])=[O:5].Br[C:26]1[CH:27]=[C:28]([Cl:33])[C:29]([Cl:32])=[N:30][CH:31]=1.C([O-])([O-])=O.[Na+].[Na+].